From a dataset of NCI-60 drug combinations with 297,098 pairs across 59 cell lines. Regression. Given two drug SMILES strings and cell line genomic features, predict the synergy score measuring deviation from expected non-interaction effect. (1) Synergy scores: CSS=12.7, Synergy_ZIP=-7.47, Synergy_Bliss=-1.82, Synergy_Loewe=-13.2, Synergy_HSA=-1.75. Drug 2: C1=CC=C(C=C1)NC(=O)CCCCCCC(=O)NO. Cell line: UACC-257. Drug 1: CC(CN1CC(=O)NC(=O)C1)N2CC(=O)NC(=O)C2. (2) Drug 1: C1CC(=O)NC(=O)C1N2CC3=C(C2=O)C=CC=C3N. Drug 2: C(CN)CNCCSP(=O)(O)O. Cell line: KM12. Synergy scores: CSS=0.190, Synergy_ZIP=-3.33, Synergy_Bliss=-6.78, Synergy_Loewe=-10.5, Synergy_HSA=-7.45. (3) Drug 1: CCN(CC)CCNC(=O)C1=C(NC(=C1C)C=C2C3=C(C=CC(=C3)F)NC2=O)C. Drug 2: C1CC(CNC1)C2=CC=C(C=C2)N3C=C4C=CC=C(C4=N3)C(=O)N. Cell line: SW-620. Synergy scores: CSS=75.4, Synergy_ZIP=1.88, Synergy_Bliss=1.25, Synergy_Loewe=-2.96, Synergy_HSA=8.68. (4) Drug 2: C1CCC(CC1)NC(=O)N(CCCl)N=O. Cell line: SF-268. Synergy scores: CSS=38.6, Synergy_ZIP=9.12, Synergy_Bliss=11.5, Synergy_Loewe=5.43, Synergy_HSA=11.9. Drug 1: CC1C(C(CC(O1)OC2CC(CC3=C2C(=C4C(=C3O)C(=O)C5=C(C4=O)C(=CC=C5)OC)O)(C(=O)C)O)N)O.Cl. (5) Drug 1: CC1=C2C(C(=O)C3(C(CC4C(C3C(C(C2(C)C)(CC1OC(=O)C(C(C5=CC=CC=C5)NC(=O)OC(C)(C)C)O)O)OC(=O)C6=CC=CC=C6)(CO4)OC(=O)C)OC)C)OC. Drug 2: C1=CC=C(C(=C1)C(C2=CC=C(C=C2)Cl)C(Cl)Cl)Cl. Cell line: SK-MEL-28. Synergy scores: CSS=41.0, Synergy_ZIP=6.33, Synergy_Bliss=9.96, Synergy_Loewe=-5.93, Synergy_HSA=9.98. (6) Drug 1: CC=C1C(=O)NC(C(=O)OC2CC(=O)NC(C(=O)NC(CSSCCC=C2)C(=O)N1)C(C)C)C(C)C. Drug 2: C1CC(=O)NC(=O)C1N2C(=O)C3=CC=CC=C3C2=O. Cell line: LOX IMVI. Synergy scores: CSS=65.9, Synergy_ZIP=-0.280, Synergy_Bliss=-5.94, Synergy_Loewe=-62.9, Synergy_HSA=-5.52. (7) Drug 1: C#CCC(CC1=CN=C2C(=N1)C(=NC(=N2)N)N)C3=CC=C(C=C3)C(=O)NC(CCC(=O)O)C(=O)O. Drug 2: CC1C(C(CC(O1)OC2CC(CC3=C2C(=C4C(=C3O)C(=O)C5=C(C4=O)C(=CC=C5)OC)O)(C(=O)CO)O)N)O.Cl. Cell line: K-562. Synergy scores: CSS=39.4, Synergy_ZIP=-4.53, Synergy_Bliss=-5.79, Synergy_Loewe=-1.91, Synergy_HSA=-1.76. (8) Drug 1: C1CN1P(=S)(N2CC2)N3CC3. Drug 2: CCN(CC)CCNC(=O)C1=C(NC(=C1C)C=C2C3=C(C=CC(=C3)F)NC2=O)C. Cell line: CAKI-1. Synergy scores: CSS=21.7, Synergy_ZIP=-3.13, Synergy_Bliss=-2.46, Synergy_Loewe=-4.86, Synergy_HSA=-2.81. (9) Drug 2: C1=NNC2=C1C(=O)NC=N2. Synergy scores: CSS=12.6, Synergy_ZIP=-1.71, Synergy_Bliss=0.338, Synergy_Loewe=-9.93, Synergy_HSA=1.76. Cell line: RXF 393. Drug 1: CC12CCC(CC1=CCC3C2CCC4(C3CC=C4C5=CN=CC=C5)C)O. (10) Drug 1: CN(C)C1=NC(=NC(=N1)N(C)C)N(C)C. Synergy scores: CSS=12.4, Synergy_ZIP=-5.67, Synergy_Bliss=-3.77, Synergy_Loewe=-22.6, Synergy_HSA=-2.07. Cell line: LOX IMVI. Drug 2: C(CCl)NC(=O)N(CCCl)N=O.